This data is from Catalyst prediction with 721,799 reactions and 888 catalyst types from USPTO. The task is: Predict which catalyst facilitates the given reaction. Reactant: [CH:1]([C:3]1[CH:4]=[N:5][C:6]2[C:11]([CH:12]=1)=[CH:10][CH:9]=[C:8]([NH:13][C:14](=[O:23])[O:15][CH2:16][C:17]1[CH:22]=[CH:21][CH:20]=[CH:19][CH:18]=1)[CH:7]=2)=[O:2].[Li]C.[CH3:26]COCC. Product: [OH:2][CH:1]([C:3]1[CH:4]=[N:5][C:6]2[C:11]([CH:12]=1)=[CH:10][CH:9]=[C:8]([NH:13][C:14](=[O:23])[O:15][CH2:16][C:17]1[CH:22]=[CH:21][CH:20]=[CH:19][CH:18]=1)[CH:7]=2)[CH3:26]. The catalyst class is: 1.